This data is from Forward reaction prediction with 1.9M reactions from USPTO patents (1976-2016). The task is: Predict the product of the given reaction. (1) Given the reactants [CH:1]1([C:4]2[N:8]([CH:9]3[CH2:14][CH2:13][N:12]([C:15]4[S:19][C:18]([C:20]([O:22]CC)=[O:21])=[CH:17][CH:16]=4)[CH2:11][CH2:10]3)[N:7]=[CH:6][C:5]=2[C:25]([N:27]2[CH2:31][CH2:30][CH:29]([C:32]3[CH:37]=[CH:36][CH:35]=[CH:34][C:33]=3[C:38]([F:41])([F:40])[F:39])[CH2:28]2)=[O:26])[CH2:3][CH2:2]1.[OH-].[Na+], predict the reaction product. The product is: [CH:1]1([C:4]2[N:8]([CH:9]3[CH2:10][CH2:11][N:12]([C:15]4[S:19][C:18]([C:20]([OH:22])=[O:21])=[CH:17][CH:16]=4)[CH2:13][CH2:14]3)[N:7]=[CH:6][C:5]=2[C:25]([N:27]2[CH2:31][CH2:30][CH:29]([C:32]3[CH:37]=[CH:36][CH:35]=[CH:34][C:33]=3[C:38]([F:39])([F:41])[F:40])[CH2:28]2)=[O:26])[CH2:3][CH2:2]1. (2) Given the reactants Br[C:2]1[CH:3]=[C:4]2[C:10]([C@@H:11]([C:13]3[C:18]([O:19][CH3:20])=[CH:17][CH:16]=[C:15]([F:21])[C:14]=3[Cl:22])[CH3:12])=[CH:9][NH:8][C:5]2=[N:6][CH:7]=1.[CH3:23][C:24]1[C:28](B2OC(C)(C)C(C)(C)O2)=[C:27]([CH3:38])[N:26]([CH2:39][C:40]([CH3:43])([OH:42])[CH3:41])[N:25]=1.C([O-])([O-])=O.[K+].[K+].O1CCOCC1, predict the reaction product. The product is: [Cl:22][C:14]1[C:15]([F:21])=[CH:16][CH:17]=[C:18]([O:19][CH3:20])[C:13]=1[C@H:11]([C:10]1[C:4]2[C:5](=[N:6][CH:7]=[C:2]([C:28]3[C:24]([CH3:23])=[N:25][N:26]([CH2:39][C:40]([CH3:41])([OH:42])[CH3:43])[C:27]=3[CH3:38])[CH:3]=2)[NH:8][CH:9]=1)[CH3:12]. (3) Given the reactants C([O-])([O-])=O.[K+].[K+].[CH2:7](Cl)[C:8]1[CH:13]=[CH:12][CH:11]=[CH:10][CH:9]=1.[F:15][C:16]1[CH:21]=[CH:20][CH:19]=[CH:18][C:17]=1[N:22]1[CH:26]=[C:25]([OH:27])[C:24]([C:28]([O:30][CH2:31][CH3:32])=[O:29])=[N:23]1, predict the reaction product. The product is: [CH2:7]([O:27][C:25]1[C:24]([C:28]([O:30][CH2:31][CH3:32])=[O:29])=[N:23][N:22]([C:17]2[CH:18]=[CH:19][CH:20]=[CH:21][C:16]=2[F:15])[CH:26]=1)[C:8]1[CH:13]=[CH:12][CH:11]=[CH:10][CH:9]=1.